The task is: Predict the product of the given reaction.. This data is from Forward reaction prediction with 1.9M reactions from USPTO patents (1976-2016). Given the reactants [OH:1][C:2]1[CH:3]=[C:4]([CH:7]=[CH:8][C:9]=1[I:10])[CH:5]=[O:6].[C:11](=O)([O-])[O-].[K+].[K+].CN(C)C=O.IC, predict the reaction product. The product is: [I:10][C:9]1[CH:8]=[CH:7][C:4]([CH:5]=[O:6])=[CH:3][C:2]=1[O:1][CH3:11].